This data is from NCI-60 drug combinations with 297,098 pairs across 59 cell lines. The task is: Regression. Given two drug SMILES strings and cell line genomic features, predict the synergy score measuring deviation from expected non-interaction effect. Drug 2: CC(C)(C#N)C1=CC(=CC(=C1)CN2C=NC=N2)C(C)(C)C#N. Synergy scores: CSS=6.98, Synergy_ZIP=-4.60, Synergy_Bliss=-1.50, Synergy_Loewe=-8.01, Synergy_HSA=-2.39. Cell line: MALME-3M. Drug 1: CC1C(C(=O)NC(C(=O)N2CCCC2C(=O)N(CC(=O)N(C(C(=O)O1)C(C)C)C)C)C(C)C)NC(=O)C3=C4C(=C(C=C3)C)OC5=C(C(=O)C(=C(C5=N4)C(=O)NC6C(OC(=O)C(N(C(=O)CN(C(=O)C7CCCN7C(=O)C(NC6=O)C(C)C)C)C)C(C)C)C)N)C.